Task: Predict the product of the given reaction.. Dataset: Forward reaction prediction with 1.9M reactions from USPTO patents (1976-2016) (1) Given the reactants C1N(P(Cl)(N2C(=O)OCC2)=O)C(=O)OC1.[CH:16]1[CH:17]=[CH:18][C:19]2N(O)N=[N:22][C:20]=2[CH:21]=1.CCN(C(C)C)C(C)C.[CH3:35][C:36]1[CH:37]=[C:38]([CH2:43][C:44]([NH:46][CH:47]([CH2:51][C:52]2[CH:57]=[CH:56][CH:55]=[CH:54][CH:53]=2)[C:48](O)=[O:49])=[O:45])[CH:39]=[C:40]([CH3:42])[CH:41]=1.[N:58]1[C:59](NC2C=CC=CC=2)=[CH:60][N:61]2[C:65]3[CH:66]=[CH:67][CH:68]=[CH:69][C:64]=3[S:63][C:62]=12, predict the reaction product. The product is: [CH3:42][C:40]1[CH:39]=[C:38]([CH2:43][C:44]([NH:46][C@@H:47]([CH2:51][C:52]2[CH:53]=[CH:54][CH:55]=[CH:56][CH:57]=2)[C:48]([NH:22][C:20]2[CH:21]=[CH:16][C:17]([C:59]3[N:58]=[C:62]4[N:61]([CH:60]=3)[C:65]3[CH:66]=[CH:67][CH:68]=[CH:69][C:64]=3[S:63]4)=[CH:18][CH:19]=2)=[O:49])=[O:45])[CH:37]=[C:36]([CH3:35])[CH:41]=1. (2) Given the reactants [CH3:1][S:2](Cl)(=[O:4])=[O:3].[C:6]1([CH:12]([CH2:16][CH2:17][O:18][Si:19]([CH:26]([CH3:28])[CH3:27])([CH:23]([CH3:25])[CH3:24])[CH:20]([CH3:22])[CH3:21])[CH:13]([OH:15])[CH3:14])[CH:11]=[CH:10][CH:9]=[CH:8][CH:7]=1.C(N(CC)CC)C.O, predict the reaction product. The product is: [CH3:1][S:2]([O:15][CH:13]([CH:12]([C:6]1[CH:11]=[CH:10][CH:9]=[CH:8][CH:7]=1)[CH2:16][CH2:17][O:18][Si:19]([CH:26]([CH3:28])[CH3:27])([CH:20]([CH3:21])[CH3:22])[CH:23]([CH3:25])[CH3:24])[CH3:14])(=[O:4])=[O:3].